This data is from Reaction yield outcomes from USPTO patents with 853,638 reactions. The task is: Predict the reaction yield, written as a fraction of the theoretical maximum amount of product (1.0 means a 100% yield; for example, 0.34 means a 34% yield). (1) The reactants are [NH2:1][C:2]1[O:6][N:5]=[C:4]([C:7]2[CH:12]=[CH:11][C:10]([O:13][C:14]([F:17])([F:16])[F:15])=[CH:9][CH:8]=2)[C:3]=1[C:18]([OH:20])=O.Cl.C(N=C=NCCCN(C)C)C.[CH3:33][O:34][C:35]1[CH:36]=[C:37]([N:41]2[CH2:46][CH2:45][NH:44][CH2:43][CH2:42]2)[CH:38]=[CH:39][CH:40]=1. The catalyst is ClCCl. The product is [NH2:1][C:2]1[O:6][N:5]=[C:4]([C:7]2[CH:12]=[CH:11][C:10]([O:13][C:14]([F:17])([F:15])[F:16])=[CH:9][CH:8]=2)[C:3]=1[C:18]([N:44]1[CH2:43][CH2:42][N:41]([C:37]2[CH:38]=[CH:39][CH:40]=[C:35]([O:34][CH3:33])[CH:36]=2)[CH2:46][CH2:45]1)=[O:20]. The yield is 0.690. (2) The reactants are [CH3:1][O:2][C:3]1[CH:8]=[CH:7][C:6]([C:9]2[N:10]=[C:11]([NH2:24])[S:12][C:13]=2[CH2:14][C:15]2[CH:20]=[CH:19][C:18]([N+:21]([O-:23])=[O:22])=[CH:17][CH:16]=2)=[CH:5][CH:4]=1.[C:25]([C:27]1[CH:35]=[CH:34][C:30]([C:31](Cl)=[O:32])=[CH:29][CH:28]=1)#[N:26]. No catalyst specified. The product is [C:25]([C:27]1[CH:35]=[CH:34][C:30]([C:31]([NH:24][C:11]2[S:12][C:13]([CH2:14][C:15]3[CH:20]=[CH:19][C:18]([N+:21]([O-:23])=[O:22])=[CH:17][CH:16]=3)=[C:9]([C:6]3[CH:7]=[CH:8][C:3]([O:2][CH3:1])=[CH:4][CH:5]=3)[N:10]=2)=[O:32])=[CH:29][CH:28]=1)#[N:26]. The yield is 0.268. (3) The reactants are [F:1][C:2]1[CH:7]=[CH:6][C:5]([C:8]2[N:9]=[CH:10][NH:11][CH:12]=2)=[CH:4][N:3]=1.[C:13](=O)([O-])[O-].[K+].[K+].Br[CH2:20][CH2:21][CH2:22][CH2:23][N:24]1[C:28](=[O:29])[C:27]2=[CH:30][CH:31]=[CH:32][CH:33]=[C:26]2[C:25]1=[O:34]. The catalyst is CN(C=O)C. The product is [F:1][C:2]1[N:3]=[CH:4][C:5]([C:8]2[N:9]=[CH:10][N:11]([CH2:13][CH2:20][CH2:21][CH2:22][CH2:23][N:24]3[C:28](=[O:29])[C:27]4[C:26](=[CH:33][CH:32]=[CH:31][CH:30]=4)[C:25]3=[O:34])[CH:12]=2)=[CH:6][CH:7]=1. The yield is 0.550. (4) The reactants are [CH3:1][S:2](Cl)(=[O:4])=[O:3].[C:6]1([CH:12]([C:18]2[CH:23]=[CH:22][CH:21]=[CH:20][CH:19]=2)[N:13]2[CH2:16][CH:15]([OH:17])[CH2:14]2)[CH:11]=[CH:10][CH:9]=[CH:8][CH:7]=1.CCN(CC)CC. The catalyst is C1(C)C=CC=CC=1. The product is [CH:12]([N:13]1[CH2:16][CH:15]([O:17][S:2]([CH3:1])(=[O:4])=[O:3])[CH2:14]1)([C:6]1[CH:7]=[CH:8][CH:9]=[CH:10][CH:11]=1)[C:18]1[CH:19]=[CH:20][CH:21]=[CH:22][CH:23]=1. The yield is 0.410. (5) The reactants are [NH2:1][C:2]1[C:3]2[N:10]([CH2:11][C:12]3[CH:17]=[CH:16][CH:15]=[CH:14][CH:13]=3)[CH:9]=[C:8]([C:18]([NH:20][C:21]3[C:26]([Cl:27])=[C:25]([O:28][CH3:29])[C:24](Br)=[C:23]([O:31][CH3:32])[C:22]=3[Cl:33])=[O:19])[C:4]=2[N:5]=[CH:6][N:7]=1.[Li]CCCC.CCCCCC.O. The catalyst is C1COCC1. The product is [NH2:1][C:2]1[C:3]2[N:10]([CH2:11][C:12]3[CH:13]=[CH:14][CH:15]=[CH:16][CH:17]=3)[CH:9]=[C:8]([C:18]([NH:20][C:21]3[C:26]([Cl:27])=[C:25]([O:28][CH3:29])[CH:24]=[C:23]([O:31][CH3:32])[C:22]=3[Cl:33])=[O:19])[C:4]=2[N:5]=[CH:6][N:7]=1. The yield is 0.200. (6) The reactants are [NH2:1][C:2]1[N:3]([CH3:26])[C:4](=[O:25])[C:5]([C:14]2[CH:19]=[CH:18][C:17]([O:20][CH:21]([F:23])[F:22])=[C:16]([CH3:24])[CH:15]=2)([C:7]2[CH:12]=[CH:11][CH:10]=[C:9]([F:13])[CH:8]=2)[N:6]=1.[ClH:27]. The catalyst is C(Cl)Cl. The product is [ClH:27].[NH2:1][C:2]1[N:3]([CH3:26])[C:4](=[O:25])[C:5]([C:14]2[CH:19]=[CH:18][C:17]([O:20][CH:21]([F:23])[F:22])=[C:16]([CH3:24])[CH:15]=2)([C:7]2[CH:12]=[CH:11][CH:10]=[C:9]([F:13])[CH:8]=2)[N:6]=1. The yield is 0.870. (7) The reactants are C([Sn](CCCC)(CCCC)[C:6]1[N:11]=[CH:10][CH:9]=[CH:8][N:7]=1)CCC.Br[C:21]1[N:29]2[C:24]([CH:25]=[N:26][C:27]([S:30][CH3:31])=[N:28]2)=[CH:23][CH:22]=1. No catalyst specified. The product is [CH3:31][S:30][C:27]1[N:26]=[CH:25][C:24]2=[CH:23][CH:22]=[C:21]([C:6]3[N:7]=[CH:8][CH:9]=[CH:10][N:11]=3)[N:29]2[N:28]=1. The yield is 0.200.